Dataset: NCI-60 drug combinations with 297,098 pairs across 59 cell lines. Task: Regression. Given two drug SMILES strings and cell line genomic features, predict the synergy score measuring deviation from expected non-interaction effect. (1) Drug 1: CCC(=C(C1=CC=CC=C1)C2=CC=C(C=C2)OCCN(C)C)C3=CC=CC=C3.C(C(=O)O)C(CC(=O)O)(C(=O)O)O. Drug 2: CN1C(=O)N2C=NC(=C2N=N1)C(=O)N. Cell line: OVCAR-8. Synergy scores: CSS=-3.73, Synergy_ZIP=0.284, Synergy_Bliss=-3.35, Synergy_Loewe=-5.00, Synergy_HSA=-4.99. (2) Drug 1: C1CCN(CC1)CCOC2=CC=C(C=C2)C(=O)C3=C(SC4=C3C=CC(=C4)O)C5=CC=C(C=C5)O. Drug 2: CC1C(C(CC(O1)OC2CC(CC3=C2C(=C4C(=C3O)C(=O)C5=CC=CC=C5C4=O)O)(C(=O)C)O)N)O. Cell line: HL-60(TB). Synergy scores: CSS=41.2, Synergy_ZIP=3.17, Synergy_Bliss=3.02, Synergy_Loewe=-5.11, Synergy_HSA=0.316. (3) Drug 1: CN(C)C1=NC(=NC(=N1)N(C)C)N(C)C. Drug 2: CCN(CC)CCNC(=O)C1=C(NC(=C1C)C=C2C3=C(C=CC(=C3)F)NC2=O)C. Cell line: NCI-H226. Synergy scores: CSS=-10.2, Synergy_ZIP=1.94, Synergy_Bliss=-4.89, Synergy_Loewe=-9.77, Synergy_HSA=-8.52.